Dataset: CYP3A4 inhibition data for predicting drug metabolism from PubChem BioAssay. Task: Regression/Classification. Given a drug SMILES string, predict its absorption, distribution, metabolism, or excretion properties. Task type varies by dataset: regression for continuous measurements (e.g., permeability, clearance, half-life) or binary classification for categorical outcomes (e.g., BBB penetration, CYP inhibition). Dataset: cyp3a4_veith. (1) The drug is O=S(=O)(O)c1cc(N=Nc2cccc3ccccc23)c(O)c2ncccc12. The result is 0 (non-inhibitor). (2) The molecule is COc1ccc(CNC(=O)c2csc(Cc3ccc(Cl)cc3)n2)cc1. The result is 1 (inhibitor). (3) The compound is C=C1CC[C@H](O)C/C1=C/C=C1\CCC[C@@]2(C)[C@H]([C@@H](C)CCCC(C)C)CC[C@@H]12. The result is 0 (non-inhibitor). (4) The drug is O[C@H]1CN2CC[C@H](O)[C@@H]2[C@@H](O)[C@H]1O. The result is 0 (non-inhibitor). (5) The compound is COC(=O)c1nnn(Cc2ccccc2)c1N. The result is 0 (non-inhibitor).